The task is: Predict the product of the given reaction.. This data is from Forward reaction prediction with 1.9M reactions from USPTO patents (1976-2016). (1) Given the reactants [C:1]([N:5]1[C:9]([C:10]2[CH:15]=[CH:14][C:13]([O:16][CH3:17])=[CH:12][CH:11]=2)=[CH:8][C:7]([CH2:18][CH2:19][CH:20]=O)=[N:6]1)([CH3:4])([CH3:3])[CH3:2].[F:22][C:23]1[CH:28]=[CH:27][CH:26]=[CH:25][C:24]=1[N:29]1[CH2:34][CH2:33][NH:32][CH2:31][CH2:30]1.CCN(C(C)C)C(C)C.[BH-](OC(C)=O)(OC(C)=O)OC(C)=O.[Na+], predict the reaction product. The product is: [C:1]([N:5]1[C:9]([C:10]2[CH:15]=[CH:14][C:13]([O:16][CH3:17])=[CH:12][CH:11]=2)=[CH:8][C:7]([CH2:18][CH2:19][CH2:20][N:32]2[CH2:31][CH2:30][N:29]([C:24]3[CH:25]=[CH:26][CH:27]=[CH:28][C:23]=3[F:22])[CH2:34][CH2:33]2)=[N:6]1)([CH3:3])([CH3:2])[CH3:4]. (2) Given the reactants [CH:1]1[C:14]2[NH:13][C:12]3[C:7](=[CH:8][CH:9]=[CH:10][CH:11]=3)[S:6][C:5]=2[CH:4]=[CH:3][C:2]=1[C:15]([OH:17])=O.Cl.[CH2:19]([NH2:21])[CH3:20].CN(C(ON1N=NC2C=CC=CC1=2)=[N+](C)C)C.F[P-](F)(F)(F)(F)F.C([O-])(O)=O.[Na+], predict the reaction product. The product is: [CH2:19]([NH:21][C:15]([C:2]1[CH:3]=[CH:4][C:5]2[S:6][C:7]3[C:12](=[CH:11][CH:10]=[CH:9][CH:8]=3)[NH:13][C:14]=2[CH:1]=1)=[O:17])[CH3:20].